Dataset: Full USPTO retrosynthesis dataset with 1.9M reactions from patents (1976-2016). Task: Predict the reactants needed to synthesize the given product. Given the product [S:28]1[C:29]2[CH:34]=[CH:33][CH:32]=[CH:31][C:30]=2[C:26]([N:20]2[CH2:21][CH2:22][N:23]([C:8]([C:7]3[CH:11]=[C:12]([S:15]([CH3:18])(=[O:17])=[O:16])[CH:13]=[CH:14][C:6]=3[O:5][CH2:4][CH:1]3[CH2:2][CH2:3]3)=[O:10])[CH2:24][CH2:25]2)=[N:27]1, predict the reactants needed to synthesize it. The reactants are: [CH:1]1([CH2:4][O:5][C:6]2[CH:14]=[CH:13][C:12]([S:15]([CH3:18])(=[O:17])=[O:16])=[CH:11][C:7]=2[C:8]([OH:10])=O)[CH2:3][CH2:2]1.Cl.[N:20]1([C:26]2[C:30]3[CH:31]=[CH:32][CH:33]=[CH:34][C:29]=3[S:28][N:27]=2)[CH2:25][CH2:24][NH:23][CH2:22][CH2:21]1.C(OCC)(=O)C.